From a dataset of Catalyst prediction with 721,799 reactions and 888 catalyst types from USPTO. Predict which catalyst facilitates the given reaction. (1) Product: [CH2:1]([CH:8]1[C:20]2[C:21]3[N:12]([CH2:13][CH:14]([C:31]([O:33][C:34]([CH3:37])([CH3:36])[CH3:35])=[O:32])[NH:15][C:16]=3[CH:17]=[CH:18][CH:19]=2)[CH2:11][CH2:10][NH:9]1)[C:2]1[CH:7]=[CH:6][CH:5]=[CH:4][CH:3]=1. Reactant: [CH2:1]([CH:8]1[C:20]2[C:21]3[N:12]([CH2:13][CH2:14][NH:15][C:16]=3[CH:17]=[CH:18][CH:19]=2)[CH2:11][CH2:10][NH:9]1)[C:2]1[CH:7]=[CH:6][CH:5]=[CH:4][CH:3]=1.C(N(CC)C(C)C)(C)C.[C:31](O[C:31]([O:33][C:34]([CH3:37])([CH3:36])[CH3:35])=[O:32])([O:33][C:34]([CH3:37])([CH3:36])[CH3:35])=[O:32].C(O)(=O)CC(CC(O)=O)(C(O)=O)O. The catalyst class is: 4. (2) Reactant: [F:1][C:2]([F:14])([F:13])[C:3]1[CH:4]=[C:5]([CH2:9][CH2:10][CH2:11][OH:12])[CH:6]=[CH:7][CH:8]=1.CS(C)=O.O=P12OP3(OP(OP(O3)(O1)=O)(=O)O2)=O.C(N(CC)CC)C.Cl. Product: [F:1][C:2]([F:13])([F:14])[C:3]1[CH:4]=[C:5]([CH2:9][CH2:10][CH:11]=[O:12])[CH:6]=[CH:7][CH:8]=1. The catalyst class is: 4. (3) Reactant: [CH3:1][C:2]1[C:3]([N:13]2[CH2:18][CH2:17][N:16]([CH3:19])[CH2:15][CH2:14]2)=[C:4]([CH2:11][NH2:12])[CH:5]=[C:6]([N+:8]([O-:10])=[O:9])[CH:7]=1.Br[CH2:21][CH2:22][CH2:23][CH2:24]Br.C([O-])([O-])=O.[K+].[K+]. Product: [CH3:19][N:16]1[CH2:15][CH2:14][N:13]([C:3]2[C:4]([CH2:11][N:12]3[CH2:24][CH2:23][CH2:22][CH2:21]3)=[CH:5][C:6]([N+:8]([O-:10])=[O:9])=[CH:7][C:2]=2[CH3:1])[CH2:18][CH2:17]1. The catalyst class is: 10. (4) Reactant: [CH:1]1([C@@H:7]([NH:9][C:10]([C:12]2[C:21]3[C:16](=[CH:17][CH:18]=[CH:19][CH:20]=3)[N:15]=[C:14]([C:22]3[S:23][CH:24]=[CH:25][CH:26]=3)[C:13]=2[CH2:27][N:28]2[CH2:33][CH2:32][N:31]([CH2:34][CH2:35][O:36][CH2:37][CH2:38][O:39]C3CCCCO3)[C:30](=[O:46])[CH2:29]2)=[O:11])[CH3:8])[CH2:6][CH2:5][CH2:4][CH2:3][CH2:2]1.Cl. Product: [CH:1]1([C@@H:7]([NH:9][C:10]([C:12]2[C:21]3[C:16](=[CH:17][CH:18]=[CH:19][CH:20]=3)[N:15]=[C:14]([C:22]3[S:23][CH:24]=[CH:25][CH:26]=3)[C:13]=2[CH2:27][N:28]2[CH2:33][CH2:32][N:31]([CH2:34][CH2:35][O:36][CH2:37][CH2:38][OH:39])[C:30](=[O:46])[CH2:29]2)=[O:11])[CH3:8])[CH2:2][CH2:3][CH2:4][CH2:5][CH2:6]1. The catalyst class is: 116. (5) Reactant: [NH2:1][CH2:2][CH2:3][NH:4][CH2:5][CH2:6][NH2:7].C(N([CH2:13][CH3:14])CC)C.C([C:17]([O:19][CH2:20][C:21]1[CH:26]=[CH:25][CH:24]=[CH:23][CH:22]=1)=[O:18])#N. Product: [CH2:20]([O:19][C:17]([NH:1][CH2:2][CH2:3][NH:4][CH2:5][CH2:6][NH:7][C:17]([O:19][CH2:20][C:14]1[CH:13]=[CH:23][CH:22]=[CH:21][CH:26]=1)=[O:18])=[O:18])[C:21]1[CH:26]=[CH:25][CH:24]=[CH:23][CH:22]=1. The catalyst class is: 4. (6) Reactant: [CH2:1]([O:8][C:9]1[C:10]([F:19])=[C:11]([CH2:16][CH2:17][NH2:18])[CH:12]=[CH:13][C:14]=1[F:15])[C:2]1[CH:7]=[CH:6][CH:5]=[CH:4][CH:3]=1.CCN(CC)CC.[CH3:27][S:28](Cl)(=[O:30])=[O:29].O. Product: [CH2:1]([O:8][C:9]1[C:10]([F:19])=[C:11]([CH:12]=[CH:13][C:14]=1[F:15])[CH2:16][CH2:17][NH:18][S:28]([CH3:27])(=[O:30])=[O:29])[C:2]1[CH:3]=[CH:4][CH:5]=[CH:6][CH:7]=1. The catalyst class is: 2. (7) Reactant: [CH3:1][C:2]1[CH:3]=[CH:4][C:5]2[N:6]([CH:8]=[C:9]([C:11]([O:13]CC)=O)[N:10]=2)[CH:7]=1.[CH3:16][CH2:17][O:18][C:19]([CH3:21])=[O:20].[H-].[Na+]. Product: [CH3:1][C:2]1[CH:3]=[CH:4][C:5]2[N:6]([CH:8]=[C:9]([C:11](=[O:13])[CH2:21][C:19]([O:18][CH2:17][CH3:16])=[O:20])[N:10]=2)[CH:7]=1. The catalyst class is: 11.